From a dataset of Catalyst prediction with 721,799 reactions and 888 catalyst types from USPTO. Predict which catalyst facilitates the given reaction. (1) Reactant: [Cl:1][C:2]1[CH:3]=[C:4]([N:10]2[C:14]([CH3:15])=[C:13]([CH2:16][C:17]3[CH:18]=[CH:19][C:20]([C:23]([O:25]C)=[O:24])=[N:21][CH:22]=3)[C:12]([CH3:27])=[N:11]2)[CH:5]=[CH:6][C:7]=1[C:8]#[N:9].Cl. Product: [Cl:1][C:2]1[CH:3]=[C:4]([N:10]2[C:14]([CH3:15])=[C:13]([CH2:16][C:17]3[CH:18]=[CH:19][C:20]([C:23]([OH:25])=[O:24])=[N:21][CH:22]=3)[C:12]([CH3:27])=[N:11]2)[CH:5]=[CH:6][C:7]=1[C:8]#[N:9]. The catalyst class is: 702. (2) Reactant: [Cl:1][C:2]1[N:6]([CH2:7][C:8]2[N:9]=[C:10]3[S:17][C:16]([CH:18]=C)=[C:15]([C:20]([NH:22][CH2:23][CH3:24])=[O:21])[N:11]3[C:12](=[O:14])[CH:13]=2)[N:5]=[C:4]([C:25]([F:28])([F:27])[F:26])[CH:3]=1.C[N+]1([O-])CC[O:33]CC1.I([O-])(=O)(=O)=O.[Na+]. Product: [Cl:1][C:2]1[N:6]([CH2:7][C:8]2[N:9]=[C:10]3[S:17][C:16]([CH:18]=[O:33])=[C:15]([C:20]([NH:22][CH2:23][CH3:24])=[O:21])[N:11]3[C:12](=[O:14])[CH:13]=2)[N:5]=[C:4]([C:25]([F:26])([F:28])[F:27])[CH:3]=1. The catalyst class is: 785. (3) Reactant: Cl[C:2]1[C:7]([CH:8]=[O:9])=[C:6](Cl)[N:5]=[CH:4][N:3]=1.[CH3:11][O-:12].[Na+].Cl.[C:15]([O-:18])(O)=O.[Na+]. Product: [CH3:11][O:12][C:2]1[C:7]([CH:8]=[O:9])=[C:6]([O:18][CH3:15])[N:5]=[CH:4][N:3]=1. The catalyst class is: 5. (4) Reactant: [CH:1]1[C:10]2[C:5](=[CH:6][CH:7]=[CH:8][CH:9]=2)[CH:4]=[CH:3][C:2]=1[C:11]1O[C:15](=O)[C:14]([C:18]#[N:19])=[C:13]([N:20]2[CH2:25][CH2:24][CH2:23][CH2:22][CH2:21]2)[CH:12]=1.[H-].[Na+]. Product: [CH:1]1[C:10]2[C:5](=[CH:6][CH:7]=[CH:8][CH:9]=2)[CH:4]=[CH:3][C:2]=1[C:11]1[C:12]2[CH2:11][C:2]3[C:1](=[CH:10][CH:5]=[CH:4][CH:3]=3)[C:15]=2[C:14]([C:18]#[N:19])=[C:13]([N:20]2[CH2:25][CH2:24][CH2:23][CH2:22][CH2:21]2)[CH:12]=1. The catalyst class is: 1. (5) Reactant: [NH2:1][CH:2]([C:4]1[N:8]([C:9]2[CH:14]=[CH:13][C:12]([CH2:15][CH2:16][NH:17][C:18]([NH:20][S:21]([C:24]3[CH:29]=[CH:28][C:27]([CH3:30])=[CH:26][CH:25]=3)(=[O:23])=[O:22])=[O:19])=[CH:11][CH:10]=2)[C:7]2[CH:31]=[C:32]([Cl:39])[C:33]([C:35]([F:38])([F:37])[F:36])=[CH:34][C:6]=2[N:5]=1)[CH3:3].[C:40](Cl)(=[O:42])[CH3:41].O. Product: [Cl:39][C:32]1[C:33]([C:35]([F:36])([F:38])[F:37])=[CH:34][C:6]2[N:5]=[C:4]([CH:2]([NH:1][C:40](=[O:42])[CH3:41])[CH3:3])[N:8]([C:9]3[CH:14]=[CH:13][C:12]([CH2:15][CH2:16][NH:17][C:18]([NH:20][S:21]([C:24]4[CH:29]=[CH:28][C:27]([CH3:30])=[CH:26][CH:25]=4)(=[O:23])=[O:22])=[O:19])=[CH:11][CH:10]=3)[C:7]=2[CH:31]=1. The catalyst class is: 2. (6) Reactant: O.[OH-].[Li+].[Cl:4][C:5]1[CH:6]=[C:7]([CH:18]=[CH:19][CH:20]=1)[O:8][C:9]1([C:13]([O:15]CC)=[O:14])[CH2:12][CH2:11][CH2:10]1. Product: [Cl:4][C:5]1[CH:6]=[C:7]([CH:18]=[CH:19][CH:20]=1)[O:8][C:9]1([C:13]([OH:15])=[O:14])[CH2:12][CH2:11][CH2:10]1. The catalyst class is: 30.